From a dataset of Catalyst prediction with 721,799 reactions and 888 catalyst types from USPTO. Predict which catalyst facilitates the given reaction. (1) Reactant: C([N:8]1[C:12]([CH3:14])([CH3:13])[CH2:11][CH:10]([CH2:15][N:16]2[C:24]3[C:19](=[N:20][C:21]([C:25]4[CH:26]=[N:27][N:28]([CH:30]5[CH2:35][CH2:34][CH2:33][CH2:32][O:31]5)[CH:29]=4)=[CH:22][CH:23]=3)[CH:18]=[CH:17]2)[CH2:9]1)C1C=CC=CC=1.C([O-])=O.[NH4+].C(OCC)(=O)C. Product: [CH3:13][C:12]1([CH3:14])[NH:8][CH2:9][CH:10]([CH2:15][N:16]2[C:24]3[C:19](=[N:20][C:21]([C:25]4[CH:26]=[N:27][N:28]([CH:30]5[CH2:35][CH2:34][CH2:33][CH2:32][O:31]5)[CH:29]=4)=[CH:22][CH:23]=3)[CH:18]=[CH:17]2)[CH2:11]1. The catalyst class is: 105. (2) Reactant: [Si]([O:8][CH2:9][C@:10]1([CH3:36])[S:16][CH2:15][CH2:14][N:13]2[C:17]([C:20]3([C:23]4[CH:28]=[CH:27][C:26]([C:29]5[N:34]=[CH:33][C:32]([CH3:35])=[CH:31][N:30]=5)=[CH:25][CH:24]=4)[CH2:22][CH2:21]3)=[N:18][N:19]=[C:12]2[CH2:11]1)(C(C)(C)C)(C)C.Cl. Product: [CH3:36][C@@:10]1([CH2:9][OH:8])[S:16][CH2:15][CH2:14][N:13]2[C:17]([C:20]3([C:23]4[CH:24]=[CH:25][C:26]([C:29]5[N:34]=[CH:33][C:32]([CH3:35])=[CH:31][N:30]=5)=[CH:27][CH:28]=4)[CH2:22][CH2:21]3)=[N:18][N:19]=[C:12]2[CH2:11]1. The catalyst class is: 71. (3) Reactant: [O:1]1[C:11]2[CH:10]=[C:9]([CH2:12][OH:13])[N:8]=[CH:7][C:6]=2[O:5][CH2:4][CH2:3][CH2:2]1. Product: [O:1]1[C:11]2[CH:10]=[C:9]([CH:12]=[O:13])[N:8]=[CH:7][C:6]=2[O:5][CH2:4][CH2:3][CH2:2]1. The catalyst class is: 428. (4) Reactant: ClC1C=C(C=CC=1Cl)[C:5]([NH:7][CH:8]1[C:14](=[O:15])[NH:13][C:12]2[CH:16]=[CH:17][CH:18]=[CH:19][C:11]=2[C:10]([C:20]2[CH:25]=[CH:24][CH:23]=[CH:22][CH:21]=2)=[N:9]1)=[O:6].[Cl:30][C:31]1[CH:36]=[CH:35][C:34]([N:37]=C=O)=[CH:33][CH:32]=1.C(N(CC)CC)C. Product: [Cl:30][C:31]1[CH:36]=[CH:35][C:34]([NH:37][C:5]([NH:7][CH:8]2[C:14](=[O:15])[NH:13][C:12]3[CH:16]=[CH:17][CH:18]=[CH:19][C:11]=3[C:10]([C:20]3[CH:25]=[CH:24][CH:23]=[CH:22][CH:21]=3)=[N:9]2)=[O:6])=[CH:33][CH:32]=1. The catalyst class is: 1. (5) Reactant: [C:1]([C:5]1[CH:9]=[C:8]([NH:10][C:11]([NH:13][C@@H:14]2[C:23]3[C:18](=[CH:19][CH:20]=[CH:21][CH:22]=3)[C@H:17]([O:24][C:25]3[CH:26]=[CH:27][C:28]4[N:29]([C:31]([N:34]5[CH2:39][CH2:38][CH2:37][CH2:36][C@@H:35]5[CH3:40])=[N:32][N:33]=4)[CH:30]=3)[CH2:16][CH2:15]2)=[O:12])[N:7]([C:41]2[CH:42]=[N:43][N:44]([CH2:46][CH2:47]OS(C)(=O)=O)[CH:45]=2)[N:6]=1)([CH3:4])([CH3:3])[CH3:2].[NH:53]1[CH2:58][CH2:57][O:56][CH2:55][CH2:54]1. Product: [C:1]([C:5]1[CH:9]=[C:8]([NH:10][C:11]([NH:13][C@@H:14]2[C:23]3[C:18](=[CH:19][CH:20]=[CH:21][CH:22]=3)[C@H:17]([O:24][C:25]3[CH:26]=[CH:27][C:28]4[N:29]([C:31]([N:34]5[CH2:39][CH2:38][CH2:37][CH2:36][C@@H:35]5[CH3:40])=[N:32][N:33]=4)[CH:30]=3)[CH2:16][CH2:15]2)=[O:12])[N:7]([C:41]2[CH:42]=[N:43][N:44]([CH2:46][CH2:47][N:53]3[CH2:58][CH2:57][O:56][CH2:55][CH2:54]3)[CH:45]=2)[N:6]=1)([CH3:2])([CH3:3])[CH3:4]. The catalyst class is: 1. (6) Reactant: [CH2:1]([N:3]1[CH:7]=[C:6]([C:8]2[CH:13]=[CH:12][N:11]=[C:10]3[NH:14][CH:15]=[CH:16][C:9]=23)[C:5]([C:17]2[CH:23]=[CH:22][C:20]([NH2:21])=[CH:19][CH:18]=2)=[N:4]1)[CH3:2].C(N(CC)CC)C.[N:31]1([C:37](Cl)=[O:38])[CH2:36][CH2:35][O:34][CH2:33][CH2:32]1.O. Product: [CH2:1]([N:3]1[CH:7]=[C:6]([C:8]2[CH:13]=[CH:12][N:11]=[C:10]3[NH:14][CH:15]=[CH:16][C:9]=23)[C:5]([C:17]2[CH:23]=[CH:22][C:20]([NH:21][C:37]([N:31]3[CH2:36][CH2:35][O:34][CH2:33][CH2:32]3)=[O:38])=[CH:19][CH:18]=2)=[N:4]1)[CH3:2]. The catalyst class is: 4. (7) Reactant: [CH2:1]([N:8]1[CH2:13][CH2:12][N:11]([C:14]2[CH:15]=[C:16]3[C:20](=[CH:21][CH:22]=2)[N:19]([Si:23]([CH:30]([CH3:32])[CH3:31])([CH:27]([CH3:29])[CH3:28])[CH:24]([CH3:26])[CH3:25])[N:18]=[CH:17]3)[CH2:10][C:9]1=[O:33])[C:2]1[CH:7]=[CH:6][CH:5]=[CH:4][CH:3]=1.C([Li])(CC)C.Br[CH2:40][CH:41]1[CH2:46][CH2:45][O:44][CH2:43][CH2:42]1.O. Product: [CH2:1]([N:8]1[CH2:13][CH2:12][N:11]([C:14]2[CH:15]=[C:16]3[C:20](=[CH:21][CH:22]=2)[N:19]([Si:23]([CH:27]([CH3:29])[CH3:28])([CH:30]([CH3:32])[CH3:31])[CH:24]([CH3:25])[CH3:26])[N:18]=[CH:17]3)[CH:10]([CH2:40][CH:41]2[CH2:46][CH2:45][O:44][CH2:43][CH2:42]2)[C:9]1=[O:33])[C:2]1[CH:7]=[CH:6][CH:5]=[CH:4][CH:3]=1. The catalyst class is: 1.